From a dataset of Full USPTO retrosynthesis dataset with 1.9M reactions from patents (1976-2016). Predict the reactants needed to synthesize the given product. (1) Given the product [C:28]([O:32][C:33]([N:35]1[CH2:36][CH2:37][C:38]([CH3:61])([N:41]2[CH2:42][CH2:43][CH:44]([NH:47][C:48]3[CH:53]=[CH:52][CH:51]=[CH:50][CH:49]=3)[CH2:45][CH2:46]2)[CH2:39][CH2:40]1)=[O:34])([CH3:31])([CH3:29])[CH3:30], predict the reactants needed to synthesize it. The reactants are: CC1(N2CCC(N(CC3N=C(C)SC=3)C3C=CC=CC=3)CC2)CCNCC1.[C:28]([O:32][C:33]([N:35]1[CH2:40][CH2:39][C:38]([CH3:61])([N:41]2[CH2:46][CH2:45][CH:44]([N:47](CC3C=CC=CC=3)[C:48]3[CH:53]=[CH:52][CH:51]=[CH:50][CH:49]=3)[CH2:43][CH2:42]2)[CH2:37][CH2:36]1)=[O:34])([CH3:31])([CH3:30])[CH3:29].C([O-])=O.[NH4+]. (2) Given the product [C:1]([O:5][C:6]([N:8]1[CH2:13][CH2:12][N:11]([C:14]2[CH:22]=[CH:21][C:20]([Br:30])=[C:19]3[C:15]=2[CH:16]=[CH:17][NH:18]3)[CH2:10][CH2:9]1)=[O:7])([CH3:4])([CH3:2])[CH3:3], predict the reactants needed to synthesize it. The reactants are: [C:1]([O:5][C:6]([N:8]1[CH2:13][CH2:12][N:11]([C:14]2[CH:22]=[CH:21][CH:20]=[C:19]3[C:15]=2[CH:16]=[CH:17][NH:18]3)[CH2:10][CH2:9]1)=[O:7])([CH3:4])([CH3:3])[CH3:2].C1C(=O)N([Br:30])C(=O)C1.